This data is from Full USPTO retrosynthesis dataset with 1.9M reactions from patents (1976-2016). The task is: Predict the reactants needed to synthesize the given product. (1) The reactants are: C(OC([NH:8][CH2:9][C@H:10]1[CH2:15][CH2:14][C@H:13]([C:16]([NH:18][C@H:19]([C:50](=[O:63])[NH:51][C:52]2[CH:57]=[CH:56][C:55]([C:58]3[N:59]=[N:60][NH:61][N:62]=3)=[CH:54][CH:53]=2)[CH2:20][C:21]2[CH:26]=[CH:25][C:24]([C:27]3[CH:32]=[CH:31][C:30]([C:33]([NH:35][CH:36]4[CH2:41][CH2:40][N:39](C(OC(C)(C)C)=O)[CH2:38][CH2:37]4)=[O:34])=[CH:29][C:28]=3[Cl:49])=[CH:23][CH:22]=2)=[O:17])[CH2:12][CH2:11]1)=O)(C)(C)C.Cl. Given the product [ClH:49].[NH2:8][CH2:9][C@H:10]1[CH2:15][CH2:14][C@H:13]([C:16]([NH:18][C@H:19]([C:50](=[O:63])[NH:51][C:52]2[CH:53]=[CH:54][C:55]([C:58]3[N:59]=[N:60][NH:61][N:62]=3)=[CH:56][CH:57]=2)[CH2:20][C:21]2[CH:26]=[CH:25][C:24]([C:27]3[CH:32]=[CH:31][C:30]([C:33]([NH:35][CH:36]4[CH2:37][CH2:38][NH:39][CH2:40][CH2:41]4)=[O:34])=[CH:29][C:28]=3[Cl:49])=[CH:23][CH:22]=2)=[O:17])[CH2:12][CH2:11]1, predict the reactants needed to synthesize it. (2) Given the product [F:3][C:4]([F:19])([F:18])[C:5]1[CH:10]=[C:9]2[C:8]([CH:13]=[CH:12][NH:11]2)=[CH:7][CH:6]=1, predict the reactants needed to synthesize it. The reactants are: [H-].[Na+].[F:3][C:4]([F:19])([F:18])[C:5]1[CH:6]=[CH:7][CH:8]=[C:9]([NH:11][C:12]#[C:13][Si](C)(C)C)[CH:10]=1. (3) Given the product [NH2:40][C:35]1[C:34]2=[CH:33][CH:32]=[C:31]([C@H:10]3[C@H:9]([OH:8])[C@H:13]([OH:14])[C@@H:12]([CH2:22][OH:23])[O:11]3)[N:39]2[N:38]=[CH:37][N:36]=1, predict the reactants needed to synthesize it. The reactants are: C([O:8][C@@H:9]1[C@H:13]([O:14]CC2C=CC=CC=2)[C@@H:12]([CH2:22][O:23]CC2C=CC=CC=2)[O:11][C@H:10]1[C:31]1[N:39]2[C:34]([C:35]([NH2:40])=[N:36][CH:37]=[N:38]2)=[CH:33][CH:32]=1)C1C=CC=CC=1. (4) Given the product [CH3:25][C:26]1[CH:31]=[CH:30][CH:29]=[CH:28][C:27]=1[NH:32][C:33]([N:15]1[CH2:16][CH2:17][N:12]([C:10]2[S:9][N:8]=[C:7]([C:1]3[CH:2]=[CH:3][CH:4]=[CH:5][CH:6]=3)[N:11]=2)[CH2:13][CH2:14]1)=[O:34], predict the reactants needed to synthesize it. The reactants are: [C:1]1([C:7]2[N:11]=[C:10]([N:12]3[CH2:17][CH2:16][NH:15][CH2:14][CH2:13]3)[S:9][N:8]=2)[CH:6]=[CH:5][CH:4]=[CH:3][CH:2]=1.C(N(CC)CC)C.[CH3:25][C:26]1[CH:31]=[CH:30][CH:29]=[CH:28][C:27]=1[N:32]=[C:33]=[O:34]. (5) Given the product [C:15]([C:14]1[CH:13]([C:9]2[CH:10]=[C:11]([F:12])[C:2]([F:1])=[C:3]3[C:8]=2[O:7][C:6]([CH3:21])=[CH:5][C:4]3=[O:22])[C:25]([C:26]([O:28][CH:29]2[CH2:32][CH2:31][CH2:30]2)=[O:27])=[C:24]([CH3:33])[NH:23][C:18]=1[CH3:19])(=[O:17])[CH3:16], predict the reactants needed to synthesize it. The reactants are: [F:1][C:2]1[C:11]([F:12])=[CH:10][C:9]([CH:13]=[C:14]([C:18](=O)[CH3:19])[C:15](=[O:17])[CH3:16])=[C:8]2[C:3]=1[C:4](=[O:22])[CH:5]=[C:6]([CH3:21])[O:7]2.[NH2:23]/[C:24](/[CH3:33])=[CH:25]\[C:26]([O:28][CH:29]1[CH2:32][CH2:31][CH2:30]1)=[O:27]. (6) Given the product [C:30]([O:25][CH:22]([C:17]1[C:16]2[N:12]3[CH2:11][CH2:10][CH2:9][N:8]([C:7]4[CH:6]=[CH:5][C:4]([C:26](=[O:28])[CH3:27])=[CH:3][C:2]=4[Cl:1])[C:13]3=[N:14][C:15]=2[C:20]([Cl:21])=[CH:19][CH:18]=1)[CH2:23][CH3:24])(=[O:29])[CH3:31], predict the reactants needed to synthesize it. The reactants are: [Cl:1][C:2]1[CH:3]=[C:4]([C:26](=[O:28])[CH3:27])[CH:5]=[CH:6][C:7]=1[N:8]1[C:13]2=[N:14][C:15]3[C:20]([Cl:21])=[CH:19][CH:18]=[C:17]([CH:22]([OH:25])[CH2:23][CH3:24])[C:16]=3[N:12]2[CH2:11][CH2:10][CH2:9]1.[O:29]1CC[CH2:31][CH2:30]1.C(OC(=O)C)(=O)C. (7) Given the product [F:17][C:16]([F:19])([F:18])[C:13]1[CH:14]=[CH:15][C:10](/[CH:9]=[CH:8]/[C:5]2[O:6][CH:7]=[C:3]([CH2:2][O:1][C:46]3[CH:45]=[CH:44][C:43]([CH2:42][CH2:41][CH2:40][CH2:39][N:34]4[CH:38]=[CH:37][N:36]=[N:35]4)=[CH:48][CH:47]=3)[N:4]=2)=[CH:11][CH:12]=1, predict the reactants needed to synthesize it. The reactants are: [OH:1][CH2:2][C:3]1[N:4]=[C:5](/[CH:8]=[CH:9]/[C:10]2[CH:15]=[CH:14][C:13]([C:16]([F:19])([F:18])[F:17])=[CH:12][CH:11]=2)[O:6][CH:7]=1.C(N(C(C)C)CC)(C)C.CS(Cl)(=O)=O.[N:34]1([CH2:39][CH2:40][CH2:41][CH2:42][C:43]2[CH:48]=[CH:47][C:46](O)=[CH:45][CH:44]=2)[CH:38]=[CH:37][N:36]=[N:35]1.[OH-].[Na+]. (8) Given the product [Cl:1][C:2]1[C:3]([O:12][C:13]2[CH:18]=[C:17]([O:19][CH:20]([CH3:22])[CH3:21])[CH:16]=[CH:15][C:14]=2/[CH:23]=[CH:24]/[C:25]([NH:36][S:33]([CH2:32][CH2:31][CH2:30][O:29][CH3:28])(=[O:35])=[O:34])=[O:27])=[N:4][CH:5]=[C:6]([C:8]([F:10])([F:11])[F:9])[CH:7]=1, predict the reactants needed to synthesize it. The reactants are: [Cl:1][C:2]1[C:3]([O:12][C:13]2[CH:18]=[C:17]([O:19][CH:20]([CH3:22])[CH3:21])[CH:16]=[CH:15][C:14]=2/[CH:23]=[CH:24]/[C:25]([OH:27])=O)=[N:4][CH:5]=[C:6]([C:8]([F:11])([F:10])[F:9])[CH:7]=1.[CH3:28][O:29][CH2:30][CH2:31][CH2:32][S:33]([NH2:36])(=[O:35])=[O:34].N12CCCN=C1CCCCC2.